From a dataset of Reaction yield outcomes from USPTO patents with 853,638 reactions. Predict the reaction yield, written as a fraction of the theoretical maximum amount of product (1.0 means a 100% yield; for example, 0.34 means a 34% yield). (1) The yield is 0.450. The catalyst is ClCCl. The reactants are [CH2:1]([OH:6])[CH:2]([OH:5])[CH2:3][CH3:4].CN(C)C=O.[Si:12](Cl)([C:15]([CH3:18])([CH3:17])[CH3:16])([CH3:14])[CH3:13].N1C=CN=C1. The product is [Si:12]([O:6][CH2:1][CH:2]([OH:5])[CH2:3][CH3:4])([C:15]([CH3:18])([CH3:17])[CH3:16])([CH3:14])[CH3:13]. (2) The reactants are [CH2:1]([O:3][C:4](=[O:16])[CH2:5][O:6][C:7]1[CH:12]=[CH:11][C:10]([Br:13])=[CH:9][C:8]=1[CH:14]=O)[CH3:2].[S:17]1[CH2:21][C:20](=[O:22])[NH:19][C:18]1=[O:23].C([O-])(=O)C.[NH4+]. The catalyst is C1(C)C=CC=CC=1. The product is [CH2:1]([O:3][C:4](=[O:16])[CH2:5][O:6][C:7]1[CH:12]=[CH:11][C:10]([Br:13])=[CH:9][C:8]=1[CH:14]=[C:21]1[S:17][C:18](=[O:23])[NH:19][C:20]1=[O:22])[CH3:2]. The yield is 0.710. (3) The yield is 0.0800. The product is [F:21][C:17]1[CH:18]=[C:19]([F:20])[C:14]2[O:13][CH2:12][C:11](=[O:22])[N:10]([CH2:9][CH2:8][N:5]3[CH2:4][CH2:3][CH:2]([NH:1][CH2:34][C:32]4[CH:31]=[CH:30][C:27]5[O:28][CH2:29][C:24](=[O:23])[NH:25][C:26]=5[N:33]=4)[CH2:7][CH2:6]3)[C:15]=2[CH:16]=1. No catalyst specified. The reactants are [NH2:1][CH:2]1[CH2:7][CH2:6][N:5]([CH2:8][CH2:9][N:10]2[C:15]3[CH:16]=[C:17]([F:21])[CH:18]=[C:19]([F:20])[C:14]=3[O:13][CH2:12][C:11]2=[O:22])[CH2:4][CH2:3]1.[O:23]=[C:24]1[CH2:29][O:28][C:27]2[CH:30]=[CH:31][C:32]([CH:34]=O)=[N:33][C:26]=2[NH:25]1.C([BH3-])#N.[Na+]. (4) The catalyst is ClCCCl. The yield is 0.700. The reactants are [F:1][C:2]1[CH:30]=[CH:29][C:5]([CH2:6][N:7]2[C:19](=[O:20])[C:18]3[C:9](=[C:10]([OH:27])[C:11]4[N:12]=[CH:13][CH:14]=[N:15][C:16]=4[C:17]=3[O:21][C:22](=[O:26])[O:23][CH2:24][CH3:25])[C:8]2=[O:28])=[CH:4][CH:3]=1.[C:31]1([C:37]([C:40]2[CH:45]=[CH:44][CH:43]=[CH:42][CH:41]=2)=[N+]=[N-])[CH:36]=[CH:35][CH:34]=[CH:33][CH:32]=1. The product is [CH2:24]([O:23][C:22](=[O:26])[O:21][C:17]1[C:16]2[N:15]=[CH:14][CH:13]=[N:12][C:11]=2[C:10]([O:27][CH:37]([C:31]2[CH:36]=[CH:35][CH:34]=[CH:33][CH:32]=2)[C:40]2[CH:45]=[CH:44][CH:43]=[CH:42][CH:41]=2)=[C:9]2[C:8](=[O:28])[N:7]([CH2:6][C:5]3[CH:4]=[CH:3][C:2]([F:1])=[CH:30][CH:29]=3)[C:19](=[O:20])[C:18]=12)[CH3:25]. (5) The reactants are [Cl:1][C:2]1[CH:7]=[CH:6][C:5]([CH:8]([C:23]2[CH:28]=[CH:27][CH:26]=[CH:25][CH:24]=2)[N:9]2[CH2:14][CH2:13][N:12]([CH2:15][C:16]([O:18]C(C)(C)C)=[O:17])[CH2:11][CH2:10]2)=[CH:4][CH:3]=1.[ClH:29]. The catalyst is O1CCOCC1. The product is [ClH:1].[ClH:29].[Cl:1][C:2]1[CH:3]=[CH:4][C:5]([CH:8]([C:23]2[CH:24]=[CH:25][CH:26]=[CH:27][CH:28]=2)[N:9]2[CH2:10][CH2:11][N:12]([CH2:15][C:16]([OH:18])=[O:17])[CH2:13][CH2:14]2)=[CH:6][CH:7]=1. The yield is 0.770.